From a dataset of Catalyst prediction with 721,799 reactions and 888 catalyst types from USPTO. Predict which catalyst facilitates the given reaction. (1) Reactant: [NH2:1][C:2]1[C:7]([C:8]2[N:12]([C:13]3[CH:32]=[CH:31][C:16]([O:17][CH2:18][CH2:19][CH2:20][CH2:21][N:22]([CH3:30])[C:23](=[O:29])[O:24][C:25]([CH3:28])([CH3:27])[CH3:26])=[C:15]([F:33])[C:14]=3[F:34])[N:11]=[N:10][N:9]=2)=[CH:6][C:5](Br)=[CH:4][N:3]=1.[CH3:36][N:37]1[CH:41]=[C:40](B2OC(C)(C)C(C)(C)O2)[CH:39]=[N:38]1.C([O-])(O)=O.[Na+]. Product: [NH2:1][C:2]1[C:7]([C:8]2[N:12]([C:13]3[CH:32]=[CH:31][C:16]([O:17][CH2:18][CH2:19][CH2:20][CH2:21][N:22]([CH3:30])[C:23](=[O:29])[O:24][C:25]([CH3:28])([CH3:27])[CH3:26])=[C:15]([F:33])[C:14]=3[F:34])[N:11]=[N:10][N:9]=2)=[CH:6][C:5]([C:40]2[CH:39]=[N:38][N:37]([CH3:36])[CH:41]=2)=[CH:4][N:3]=1. The catalyst class is: 151. (2) Reactant: [NH2:1][C:2]1[N:7]=[C:6]([CH3:8])[CH:5]=[CH:4][N:3]=1.[N+:9]([C:12]1[CH:19]=[CH:18][C:15]([CH:16]=O)=[CH:14][CH:13]=1)([O-:11])=[O:10].[OH:20][C:21]1[CH:22]=[CH:23][CH:24]=[C:25]2[C:30]=1N=CC=C2. Product: [CH3:8][C:6]1[CH:5]=[CH:4][N:3]=[C:2]([NH:1][CH:16]([C:15]2[CH:18]=[CH:19][C:12]([N+:9]([O-:11])=[O:10])=[CH:13][CH:14]=2)[C:30]2[CH:25]=[CH:24][CH:23]=[CH:22][C:21]=2[OH:20])[N:7]=1. The catalyst class is: 144.